This data is from NCI-60 drug combinations with 297,098 pairs across 59 cell lines. The task is: Regression. Given two drug SMILES strings and cell line genomic features, predict the synergy score measuring deviation from expected non-interaction effect. (1) Drug 1: C1=CC(=C2C(=C1NCCNCCO)C(=O)C3=C(C=CC(=C3C2=O)O)O)NCCNCCO. Drug 2: C1C(C(OC1N2C=C(C(=O)NC2=O)F)CO)O. Cell line: DU-145. Synergy scores: CSS=71.5, Synergy_ZIP=-3.05, Synergy_Bliss=-3.93, Synergy_Loewe=-0.696, Synergy_HSA=1.34. (2) Drug 1: C1=CC(=CC=C1CC(C(=O)O)N)N(CCCl)CCCl.Cl. Drug 2: CCCCC(=O)OCC(=O)C1(CC(C2=C(C1)C(=C3C(=C2O)C(=O)C4=C(C3=O)C=CC=C4OC)O)OC5CC(C(C(O5)C)O)NC(=O)C(F)(F)F)O. Cell line: NCI-H226. Synergy scores: CSS=2.07, Synergy_ZIP=-2.02, Synergy_Bliss=-2.33, Synergy_Loewe=-2.75, Synergy_HSA=-3.41. (3) Drug 1: C1=CC(=CC=C1CCC2=CNC3=C2C(=O)NC(=N3)N)C(=O)NC(CCC(=O)O)C(=O)O. Drug 2: CC1C(C(CC(O1)OC2CC(OC(C2O)C)OC3=CC4=CC5=C(C(=O)C(C(C5)C(C(=O)C(C(C)O)O)OC)OC6CC(C(C(O6)C)O)OC7CC(C(C(O7)C)O)OC8CC(C(C(O8)C)O)(C)O)C(=C4C(=C3C)O)O)O)O. Cell line: 786-0. Synergy scores: CSS=10.4, Synergy_ZIP=-5.52, Synergy_Bliss=-6.44, Synergy_Loewe=-41.9, Synergy_HSA=-7.07. (4) Synergy scores: CSS=31.0, Synergy_ZIP=0.651, Synergy_Bliss=-0.419, Synergy_Loewe=-26.6, Synergy_HSA=-1.52. Cell line: HOP-62. Drug 1: C1=CN(C=N1)CC(O)(P(=O)(O)O)P(=O)(O)O. Drug 2: CC1C(C(CC(O1)OC2CC(OC(C2O)C)OC3=CC4=CC5=C(C(=O)C(C(C5)C(C(=O)C(C(C)O)O)OC)OC6CC(C(C(O6)C)O)OC7CC(C(C(O7)C)O)OC8CC(C(C(O8)C)O)(C)O)C(=C4C(=C3C)O)O)O)O.